Dataset: Full USPTO retrosynthesis dataset with 1.9M reactions from patents (1976-2016). Task: Predict the reactants needed to synthesize the given product. (1) Given the product [Br:17][C:18]1[CH:23]=[C:22]([C:24]2([C:26]([F:29])([F:27])[F:28])[O:1][N:2]=[C:3]([C:4]3[CH:15]=[CH:14][C:7]4[B:8]([OH:13])[O:9][C:10]([CH3:12])([CH3:11])[C:6]=4[CH:5]=3)[CH2:25]2)[CH:21]=[C:20]([Br:30])[CH:19]=1, predict the reactants needed to synthesize it. The reactants are: [OH:1]/[N:2]=[C:3](\Cl)/[C:4]1[CH:15]=[CH:14][C:7]2[B:8]([OH:13])[O:9][C:10]([CH3:12])([CH3:11])[C:6]=2[CH:5]=1.[Br:17][C:18]1[CH:23]=[C:22]([C:24]([C:26]([F:29])([F:28])[F:27])=[CH2:25])[CH:21]=[C:20]([Br:30])[CH:19]=1. (2) The reactants are: [CH3:1][C:2]1[C:6]([CH:7]([OH:23])[C:8]2[O:9][C:10]3[CH:16]=[CH:15][C:14]([C:17]([CH3:22])([CH3:21])[C:18]([OH:20])=O)=[CH:13][C:11]=3[CH:12]=2)=[C:5]([CH3:24])[O:4][N:3]=1.C1C=CC2N(O)N=NC=2C=1.C(Cl)CCl.CCN(C(C)C)C(C)C.[Cl:48][C:49]1[CH:54]=[CH:53][C:52]([CH:55]([C:57]2[CH:62]=[CH:61][CH:60]=[CH:59][CH:58]=2)[NH2:56])=[CH:51][CH:50]=1. Given the product [Cl:48][C:49]1[CH:50]=[CH:51][C:52]([CH:55]([C:57]2[CH:58]=[CH:59][CH:60]=[CH:61][CH:62]=2)[NH:56][C:18](=[O:20])[C:17]([C:14]2[CH:15]=[CH:16][C:10]3[O:9][C:8]([CH:7]([C:6]4[C:2]([CH3:1])=[N:3][O:4][C:5]=4[CH3:24])[OH:23])=[CH:12][C:11]=3[CH:13]=2)([CH3:22])[CH3:21])=[CH:53][CH:54]=1, predict the reactants needed to synthesize it. (3) Given the product [CH:1]1([C:4]2[CH:26]=[N:25][C:7]3[N:8]([C:13]([NH:28][CH:29]([C:34]4[CH:39]=[CH:38][C:37]([O:40][C:41]([F:42])([F:43])[F:44])=[CH:36][CH:35]=4)[C:30]([OH:32])([CH3:33])[CH3:31])=[O:15])[CH2:9][C:10](=[O:12])[NH:11][C:6]=3[CH:5]=2)[CH2:2][CH2:3]1, predict the reactants needed to synthesize it. The reactants are: [CH:1]1([C:4]2[CH:26]=[N:25][C:7]3[N:8]([C:13]([O:15]C4C=CC([N+]([O-])=O)=CC=4)=O)[CH2:9][C:10](=[O:12])[NH:11][C:6]=3[CH:5]=2)[CH2:3][CH2:2]1.Cl.[NH2:28][CH:29]([C:34]1[CH:39]=[CH:38][C:37]([O:40][C:41]([F:44])([F:43])[F:42])=[CH:36][CH:35]=1)[C:30]([CH3:33])([OH:32])[CH3:31].C(N(CC)CC)C.O. (4) Given the product [C:1]([O:32][CH2:31][CH:30]=[CH:29][CH2:28][OH:33])([C:14]1[CH:19]=[CH:18][CH:17]=[CH:16][CH:15]=1)([C:8]1[CH:13]=[CH:12][CH:11]=[CH:10][CH:9]=1)[C:2]1[CH:7]=[CH:6][CH:5]=[CH:4][CH:3]=1, predict the reactants needed to synthesize it. The reactants are: [C:1](Cl)([C:14]1[CH:19]=[CH:18][CH:17]=[CH:16][CH:15]=1)([C:8]1[CH:13]=[CH:12][CH:11]=[CH:10][CH:9]=1)[C:2]1[CH:7]=[CH:6][CH:5]=[CH:4][CH:3]=1.CCN(CC)CC.[CH2:28]([OH:33])/[CH:29]=[CH:30]\[CH2:31][OH:32].CCOC(C)=O.CCCCCC.